Dataset: Full USPTO retrosynthesis dataset with 1.9M reactions from patents (1976-2016). Task: Predict the reactants needed to synthesize the given product. (1) Given the product [Si:63]([O:80][CH2:81][CH2:82][CH2:83][CH:84]1[N:88]([C:56]([O:31][CH2:30][C:27]2[CH:28]=[CH:29][C:24]([O:23][C@H:7]3[C@H:8]([O:19][C:20](=[O:22])[CH3:21])[C@@H:9]([O:15][C:16](=[O:18])[CH3:17])[C@H:10]([O:11][C:12](=[O:14])[CH3:13])[C@@H:5]([C:3]([O:2][CH3:1])=[O:4])[O:6]3)=[C:25]([NH:32][C:33](=[O:54])[CH2:34][CH2:35][NH:36][C:37]([O:39][CH2:40][CH:41]3[C:42]4[CH:43]=[CH:44][CH:45]=[CH:46][C:47]=4[C:48]4[C:53]3=[CH:52][CH:51]=[CH:50][CH:49]=4)=[O:38])[CH:26]=2)=[O:55])[CH2:87][CH2:86][O:85]1)([C:76]([CH3:79])([CH3:77])[CH3:78])([C:70]1[CH:75]=[CH:74][CH:73]=[CH:72][CH:71]=1)[C:64]1[CH:69]=[CH:68][CH:67]=[CH:66][CH:65]=1, predict the reactants needed to synthesize it. The reactants are: [CH3:1][O:2][C:3]([C@@H:5]1[C@@H:10]([O:11][C:12](=[O:14])[CH3:13])[C@H:9]([O:15][C:16](=[O:18])[CH3:17])[C@@H:8]([O:19][C:20](=[O:22])[CH3:21])[C@H:7]([O:23][C:24]2[CH:29]=[CH:28][C:27]([CH2:30][OH:31])=[CH:26][C:25]=2[NH:32][C:33](=[O:54])[CH2:34][CH2:35][NH:36][C:37]([O:39][CH2:40][CH:41]2[C:53]3[CH:52]=[CH:51][CH:50]=[CH:49][C:48]=3[C:47]3[C:42]2=[CH:43][CH:44]=[CH:45][CH:46]=3)=[O:38])[O:6]1)=[O:4].[O:55]=[C:56](Cl)OC(Cl)(Cl)Cl.[Si:63]([O:80][CH2:81][CH2:82][CH2:83][CH:84]1[NH:88][CH2:87][CH2:86][O:85]1)([C:76]([CH3:79])([CH3:78])[CH3:77])([C:70]1[CH:75]=[CH:74][CH:73]=[CH:72][CH:71]=1)[C:64]1[CH:69]=[CH:68][CH:67]=[CH:66][CH:65]=1. (2) Given the product [CH3:34][N:33]([CH2:32][C:31]1[N:25]=[C:24]([C:21]2[CH:22]=[C:23]3[C:18](=[CH:19][CH:20]=2)[NH:17][N:16]=[C:15]3[C:11]2[CH:10]=[C:9]([C:7]([NH:6][CH:3]3[CH2:4][CH2:5]3)=[O:8])[CH:14]=[CH:13][CH:12]=2)[NH:29][N:30]=1)[CH3:35], predict the reactants needed to synthesize it. The reactants are: Cl.Cl.[CH:3]1([NH:6][C:7]([C:9]2[CH:14]=[CH:13][CH:12]=[C:11]([C:15]3[C:23]4[C:18](=[CH:19][CH:20]=[C:21]([CH:24]=[N:25]OCC)[CH:22]=4)[NH:17][N:16]=3)[CH:10]=2)=[O:8])[CH2:5][CH2:4]1.[NH2:29][NH:30][C:31](=O)[CH2:32][N:33]([CH3:35])[CH3:34].C[O-].[Na+]. (3) Given the product [Br:1][C:2]1[C:11]2[C:6](=[CH:7][CH:8]=[CH:9][CH:10]=2)[C:5]([C:18]2[CH:19]=[CH:20][C:15]([O:14][CH3:13])=[CH:16][CH:17]=2)=[CH:4][CH:3]=1, predict the reactants needed to synthesize it. The reactants are: [Br:1][C:2]1[C:11]2[C:6](=[CH:7][CH:8]=[CH:9][CH:10]=2)[C:5](I)=[CH:4][CH:3]=1.[CH3:13][O:14][C:15]1[CH:20]=[CH:19][C:18](B(O)O)=[CH:17][CH:16]=1.C([O-])([O-])=O.[Na+].[Na+]. (4) The reactants are: [Li+].[OH-].[F:3][C:4]1[CH:5]=[C:6]([C:10]2[CH:15]=[CH:14][C:13]([C:16]([O:18]C)=[O:17])=[C:12]([N+:20]([O-:22])=[O:21])[CH:11]=2)[CH:7]=[CH:8][CH:9]=1. Given the product [F:3][C:4]1[CH:5]=[C:6]([C:10]2[CH:15]=[CH:14][C:13]([C:16]([OH:18])=[O:17])=[C:12]([N+:20]([O-:22])=[O:21])[CH:11]=2)[CH:7]=[CH:8][CH:9]=1, predict the reactants needed to synthesize it. (5) Given the product [CH2:8]([O:12][C:13]1[N:21]=[C:20]2[C:16]([N:17]=[C:18]([O:22][CH3:23])[NH:19]2)=[C:15]([NH2:24])[N:14]=1)[CH2:9][CH2:10][CH3:11], predict the reactants needed to synthesize it. The reactants are: FC(F)(F)C(O)=O.[CH2:8]([O:12][C:13]1[N:21]=[C:20]2[C:16]([N:17]=[C:18]([O:22][CH3:23])[NH:19]2)=[C:15]([NH2:24])[N:14]=1)[CH2:9][CH2:10][CH3:11]. (6) Given the product [Cl:1][C:2]1[CH:7]=[CH:6][CH:5]=[C:4]([Cl:8])[C:3]=1[CH2:9][C:10]1[C:14]([CH2:15][O:16][C:21]2[CH:22]=[CH:23][C:24]([C:27]3[CH:28]=[C:29]4[C:34](=[CH:35][CH:36]=3)[C:33]([C:37]([O:39][CH2:40][CH3:41])=[O:38])=[CH:32][CH:31]=[CH:30]4)=[CH:25][CH:26]=2)=[C:13]([CH:17]([CH3:19])[CH3:18])[O:12][N:11]=1, predict the reactants needed to synthesize it. The reactants are: [Cl:1][C:2]1[CH:7]=[CH:6][CH:5]=[C:4]([Cl:8])[C:3]=1[CH2:9][C:10]1[C:14]([CH2:15][OH:16])=[C:13]([CH:17]([CH3:19])[CH3:18])[O:12][N:11]=1.O[C:21]1[CH:26]=[CH:25][C:24]([C:27]2[CH:28]=[C:29]3[C:34](=[CH:35][CH:36]=2)[C:33]([C:37]([O:39][CH2:40][CH3:41])=[O:38])=[CH:32][CH:31]=[CH:30]3)=[CH:23][CH:22]=1.C1(P(C2C=CC=CC=2)C2C=CC=CC=2)C=CC=CC=1.N(C(OC(C)C)=O)=NC(OC(C)C)=O.